Dataset: CYP1A2 inhibition data for predicting drug metabolism from PubChem BioAssay. Task: Regression/Classification. Given a drug SMILES string, predict its absorption, distribution, metabolism, or excretion properties. Task type varies by dataset: regression for continuous measurements (e.g., permeability, clearance, half-life) or binary classification for categorical outcomes (e.g., BBB penetration, CYP inhibition). Dataset: cyp1a2_veith. (1) The compound is Cc1ccc2[nH]c(=O)c(NC(N)=S)nc2c1. The result is 1 (inhibitor). (2) The compound is Cc1cc(C)cc(NC(=O)N2CCCC2C(=O)Nc2ccc(-n3cnnn3)c(C)c2)c1. The result is 0 (non-inhibitor).